From a dataset of Peptide-MHC class II binding affinity with 134,281 pairs from IEDB. Regression. Given a peptide amino acid sequence and an MHC pseudo amino acid sequence, predict their binding affinity value. This is MHC class II binding data. The peptide sequence is HAYYLQYKNVRPDYL. The MHC is DRB1_0101 with pseudo-sequence DRB1_0101. The binding affinity (normalized) is 0.357.